The task is: Predict the product of the given reaction.. This data is from Forward reaction prediction with 1.9M reactions from USPTO patents (1976-2016). (1) Given the reactants [C:1]([O:5][C:6]([N:8]1[CH2:11][CH:10]([CH3:12])[C:9]1([CH2:20][CH:21]=C(C)C)[C:13]([O:15][C:16]([CH3:19])([CH3:18])[CH3:17])=[O:14])=[O:7])([CH3:4])([CH3:3])[CH3:2].[O:25]=[O+][O-].C1(P(C2C=CC=CC=2)C2C=CC=CC=2)C=CC=CC=1.S([O-])([O-])(=O)=S.[Na+].[Na+], predict the reaction product. The product is: [C:1]([O:5][C:6]([N:8]1[CH2:11][CH:10]([CH3:12])[C:9]1([CH2:20][CH:21]=[O:25])[C:13]([O:15][C:16]([CH3:19])([CH3:18])[CH3:17])=[O:14])=[O:7])([CH3:4])([CH3:3])[CH3:2]. (2) The product is: [S:1]1(=[O:18])(=[O:12])[C:7]2[CH:8]=[CH:9][CH:10]=[CH:11][C:6]=2[CH2:5][CH2:4][CH2:3][CH2:2]1. Given the reactants [S:1]1(=[O:12])[C:7]2[CH:8]=[CH:9][CH:10]=[CH:11][C:6]=2[CH2:5][CH2:4][CH2:3][CH2:2]1.ClC1C=C(C=CC=1)C(OO)=[O:18].[O-]S([O-])=O.[Na+].[Na+].C([O-])(O)=O.[Na+], predict the reaction product.